Predict the reactants needed to synthesize the given product. From a dataset of Full USPTO retrosynthesis dataset with 1.9M reactions from patents (1976-2016). (1) Given the product [O:9]1[CH2:10][CH2:11][O:12][CH:8]1[CH2:7][CH2:6][O:5][C:4]1[C:3]([Cl:20])=[C:2]([CH:15]=[CH:14][C:13]=1[S:16]([CH3:19])(=[O:18])=[O:17])[C:8]([O:9][CH3:10])=[O:12], predict the reactants needed to synthesize it. The reactants are: Br[C:2]1[C:3]([Cl:20])=[C:4]([C:13]([S:16]([CH3:19])(=[O:18])=[O:17])=[CH:14][CH:15]=1)[O:5][CH2:6][CH2:7][CH:8]1[O:12][CH2:11][CH2:10][O:9]1.C(N(CC)CC)C.[C]=O. (2) Given the product [Cl:25][C:26]1[CH:31]=[CH:30][C:29]([C@H:32]([OH:34])[CH3:33])=[CH:28][CH:27]=1, predict the reactants needed to synthesize it. The reactants are: B1(C)OC(C2C=CC=CC=2)(C2C=CC=CC=2)[C@H]2N1CCC2.S(C)C.[Cl:25][C:26]1[CH:31]=[CH:30][C:29]([C:32](=[O:34])[CH3:33])=[CH:28][CH:27]=1.Cl. (3) Given the product [CH:17]1([C:20]([C:22]2[CH:27]=[CH:26][N:25]=[C:24]([CH2:28][O:29][CH2:30][O:31][CH3:32])[CH:23]=2)=[CH:11][C:12]([O:14][CH2:15][CH3:16])=[O:13])[CH2:18][CH2:19]1, predict the reactants needed to synthesize it. The reactants are: [H-].[Na+].C(OP([CH2:11][C:12]([O:14][CH2:15][CH3:16])=[O:13])(OCC)=O)C.[CH:17]1([C:20]([C:22]2[CH:27]=[CH:26][N:25]=[C:24]([CH2:28][O:29][CH2:30][O:31][CH3:32])[CH:23]=2)=O)[CH2:19][CH2:18]1.O. (4) Given the product [CH2:19]1[C:20]2([CH2:24][CH2:23][C@@H:22]2[NH:25][C:26](=[O:32])[O:27][C:28]([CH3:30])([CH3:29])[CH3:31])[CH2:21][NH:18]1, predict the reactants needed to synthesize it. The reactants are: C([O-])=O.[NH4+].C([N:18]1[CH2:21][C:20]2([CH2:24][CH2:23][C@@H:22]2[NH:25][C:26](=[O:32])[O:27][C:28]([CH3:31])([CH3:30])[CH3:29])[CH2:19]1)(C1C=CC=CC=1)C1C=CC=CC=1. (5) Given the product [CH3:2][N:3]([CH3:4])[CH2:19][CH2:18][CH2:12][CH2:13][N:15]1[C:16](=[O:17])[C:11]2=[CH:10][CH:9]=[CH:8][CH:7]=[C:30]2[C:28]1=[O:29], predict the reactants needed to synthesize it. The reactants are: Cl.[CH3:2][NH:3][CH3:4].BrC[CH2:7][CH2:8][CH2:9][C:10]1C=[CH:19][CH:18]=[C:12]2[C:13]([NH:15][C:16](=[O:17])[C:11]=12)=O.C([O-])([O-])=O.[K+].[K+].C[C:28]([CH3:30])=[O:29]. (6) Given the product [CH2:1]([O:8][CH2:9][C@H:10]([OH:11])[CH:14]=[CH2:15])[C:2]1[CH:7]=[CH:6][CH:5]=[CH:4][CH:3]=1, predict the reactants needed to synthesize it. The reactants are: [CH2:1]([O:8][CH2:9][C@H:10]1[C@@H:14]([CH2:15]I)OC(C)(C)[O:11]1)[C:2]1[CH:7]=[CH:6][CH:5]=[CH:4][CH:3]=1.